This data is from Full USPTO retrosynthesis dataset with 1.9M reactions from patents (1976-2016). The task is: Predict the reactants needed to synthesize the given product. (1) The reactants are: [CH2:1]([O:5][C:6]1[CH:11]=[CH:10][C:9]([C:12]([C:15]2[CH:20]=[CH:19][C:18]([O:21][CH2:22][CH:23]3[O:25][CH2:24]3)=[CH:17][CH:16]=2)([CH3:14])[CH3:13])=[CH:8][CH:7]=1)[CH:2]1[O:4][CH2:3]1.[CH3:26][N:27]([CH3:31])[C:28]([NH2:30])=[O:29]. Given the product [CH3:26][N:27]([CH3:31])[C:28]([NH2:30])=[O:29].[CH2:22]([O:21][C:18]1[CH:17]=[CH:16][C:15]([C:12]([C:9]2[CH:10]=[CH:11][C:6]([O:5][CH2:1][CH:2]3[O:4][CH2:3]3)=[CH:7][CH:8]=2)([CH3:14])[CH3:13])=[CH:20][CH:19]=1)[CH:23]1[O:25][CH2:24]1, predict the reactants needed to synthesize it. (2) Given the product [C:13]([C:11]1[C:10]([S:15]([C:16]([F:19])([F:17])[F:18])=[O:20])=[C:9]([N:21]=[CH:27][O:28][CH2:29][CH3:30])[N:8]([C:5]2[C:4]([Cl:22])=[CH:3][C:2]([C:23]([F:24])([F:26])[F:25])=[CH:1][C:6]=2[Cl:7])[N:12]=1)#[N:14], predict the reactants needed to synthesize it. The reactants are: [CH:1]1[C:2]([C:23]([F:26])([F:25])[F:24])=[CH:3][C:4]([Cl:22])=[C:5]([N:8]2[N:12]=[C:11]([C:13]#[N:14])[C:10]([S+:15]([O-:20])[C:16]([F:19])([F:18])[F:17])=[C:9]2[NH2:21])[C:6]=1[Cl:7].[CH:27](OCC)(OCC)[O:28][CH2:29][CH3:30]. (3) Given the product [N:10]1[CH:11]=[CH:12][CH:13]=[C:8]([O:7][CH:5]([CH3:6])[C:4]([OH:14])=[O:3])[CH:9]=1, predict the reactants needed to synthesize it. The reactants are: C([O:3][C:4](=[O:14])[CH:5]([O:7][C:8]1[CH:9]=[N:10][CH:11]=[CH:12][CH:13]=1)[CH3:6])C.[OH-].[Li+].Cl. (4) Given the product [OH:10][C:11]1[CH:16]=[CH:15][C:14]([C:2]2[S:6][C:5]([C:7](=[O:9])[CH3:8])=[CH:4][CH:3]=2)=[CH:13][CH:12]=1, predict the reactants needed to synthesize it. The reactants are: Br[C:2]1[S:6][C:5]([C:7](=[O:9])[CH3:8])=[CH:4][CH:3]=1.[OH:10][C:11]1[CH:16]=[CH:15][C:14](B(O)O)=[CH:13][CH:12]=1.C(=O)([O-])[O-].[Na+].[Na+]. (5) Given the product [F:9][C:4]1[CH:5]=[C:6]([F:8])[CH:7]=[C:2]([F:1])[C:3]=1[C:10]1[C:11]([OH:13])=[N:21][C:22]2[N:23]([CH:24]=[CH:25][N:26]=2)[C:16]=1[OH:18], predict the reactants needed to synthesize it. The reactants are: [F:1][C:2]1[CH:7]=[C:6]([F:8])[CH:5]=[C:4]([F:9])[C:3]=1[CH:10]([C:16]([O:18]CC)=O)[C:11]([O:13]CC)=O.[NH2:21][C:22]1[NH:23][CH:24]=[CH:25][N:26]=1.C(N(CCCC)CCCC)CCC. (6) Given the product [CH3:1][C:2]1[CH:7]=[CH:6][C:5]([CH2:8][CH2:9][CH2:10][CH:11]([CH3:12])[CH3:13])=[CH:4][C:3]=1[CH2:14][CH2:15][CH:16]=[O:17], predict the reactants needed to synthesize it. The reactants are: [CH3:1][C:2]1[CH:7]=[CH:6][C:5](/[CH:8]=[CH:9]/[CH2:10][CH:11]([CH3:13])[CH3:12])=[CH:4][C:3]=1[CH2:14][CH2:15][CH:16]=[O:17]. (7) Given the product [Cl:1][C:2]1[CH:3]=[CH:4][C:5]2[N:6]([C:8]([CH2:11][OH:12])=[CH:9][N:10]=2)[N:7]=1, predict the reactants needed to synthesize it. The reactants are: [Cl:1][C:2]1[CH:3]=[CH:4][C:5]2[N:6]([C:8]([CH:11]=[O:12])=[CH:9][N:10]=2)[N:7]=1.[BH4-].[Na+].